This data is from Reaction yield outcomes from USPTO patents with 853,638 reactions. The task is: Predict the reaction yield, written as a fraction of the theoretical maximum amount of product (1.0 means a 100% yield; for example, 0.34 means a 34% yield). (1) The reactants are [N:1]1[CH:6]=[CH:5][C:4]([NH:7][C:8](=[O:12])[O:9][CH2:10][CH3:11])=[CH:3][CH:2]=1.[Br:13][CH2:14][C:15]([C:17]1[CH:22]=[CH:21][C:20]([N+:23]([O-:25])=[O:24])=[C:19]([O:26][CH3:27])[CH:18]=1)=[O:16]. The catalyst is ClCCl. The product is [Br-:13].[CH2:10]([O:9][C:8]([NH:7][C:4]1[CH:3]=[CH:2][N+:1]([CH2:14][C:15]([C:17]2[CH:22]=[CH:21][C:20]([N+:23]([O-:25])=[O:24])=[C:19]([O:26][CH3:27])[CH:18]=2)=[O:16])=[CH:6][CH:5]=1)=[O:12])[CH3:11]. The yield is 1.00. (2) The reactants are [CH:1]([O:4][C:5](=[O:33])[NH:6][C:7]1[CH:12]=[CH:11][C:10]([C:13]2[N:14]([CH:29]3[CH2:32][CH2:31][CH2:30]3)[C:15]3[C:20]([C:21]=2[C:22]#[N:23])=[CH:19][CH:18]=[C:17]([O:24][CH2:25][CH:26]2[CH2:28][O:27]2)[CH:16]=3)=[CH:9][CH:8]=1)([CH3:3])[CH3:2].[Na].[NH:35]1[CH:39]=[N:38][CH:37]=[N:36]1. The catalyst is CN(C=O)C. The product is [CH:1]([O:4][C:5](=[O:33])[NH:6][C:7]1[CH:12]=[CH:11][C:10]([C:13]2[N:14]([CH:29]3[CH2:30][CH2:31][CH2:32]3)[C:15]3[C:20]([C:21]=2[C:22]#[N:23])=[CH:19][CH:18]=[C:17]([O:24][CH2:25][CH:26]([OH:27])[CH2:28][N:35]2[CH:39]=[N:38][CH:37]=[N:36]2)[CH:16]=3)=[CH:9][CH:8]=1)([CH3:2])[CH3:3]. The yield is 0.630. (3) The reactants are [C:1](O)(=[O:4])[CH:2]=[CH2:3].CN1CCOCC1.ClC(OCC(C)C)=O.Cl.[F:22][C:23]1[CH:36]=[CH:35][C:26]([O:27][CH2:28][CH:29]2[CH2:34][CH2:33][NH:32][CH2:31][CH2:30]2)=[CH:25][CH:24]=1. The catalyst is ClCCl.O. The product is [C:1]([N:32]1[CH2:31][CH2:30][CH:29]([CH2:28][O:27][C:26]2[CH:25]=[CH:24][C:23]([F:22])=[CH:36][CH:35]=2)[CH2:34][CH2:33]1)(=[O:4])[CH:2]=[CH2:3]. The yield is 0.280. (4) The reactants are Br[C:2]1[CH:11]=[CH:10][C:9]2[C:4](=[CH:5][CH:6]=[C:7]([O:12][C@H:13]3[CH2:18][CH2:17][C@H:16]([C:19]([CH3:22])([CH3:21])[CH3:20])[CH2:15][CH2:14]3)[CH:8]=2)[CH:3]=1.[C:23]([Cu])#[N:24].O. The catalyst is CS(C)=O. The product is [C:19]([C@H:16]1[CH2:15][CH2:14][C@H:13]([O:12][C:7]2[CH:8]=[C:9]3[C:4](=[CH:5][CH:6]=2)[CH:3]=[C:2]([C:23]#[N:24])[CH:11]=[CH:10]3)[CH2:18][CH2:17]1)([CH3:20])([CH3:21])[CH3:22]. The yield is 0.820. (5) The reactants are [N:1]1([S:6]([C:9]2[CH:10]=[C:11]([C:15]3[N:23]4[C:18]([CH:19]=[N:20][C:21](O)=[N:22]4)=[CH:17][CH:16]=3)[CH:12]=[CH:13][CH:14]=2)(=[O:8])=[O:7])[CH2:5][CH2:4][CH2:3][CH2:2]1.[NH2:25][C:26]1[CH:31]=[CH:30][C:29]([CH:32]2[CH2:37][CH2:36][N:35]([CH2:38][CH2:39][OH:40])[CH2:34][CH2:33]2)=[CH:28][CH:27]=1. No catalyst specified. The product is [N:1]1([S:6]([C:9]2[CH:10]=[C:11]([C:15]3[N:23]4[C:18]([CH:19]=[N:20][C:21]([NH:25][C:26]5[CH:31]=[CH:30][C:29]([CH:32]6[CH2:37][CH2:36][N:35]([CH2:38][CH2:39][OH:40])[CH2:34][CH2:33]6)=[CH:28][CH:27]=5)=[N:22]4)=[CH:17][CH:16]=3)[CH:12]=[CH:13][CH:14]=2)(=[O:8])=[O:7])[CH2:5][CH2:4][CH2:3][CH2:2]1. The yield is 0.250. (6) The product is [F:1][C:2]1[CH:3]=[C:4]([C:20]2[C:21]([C:22]#[N:23])=[CH:24][CH:25]=[CH:26][CH:27]=2)[CH:5]=[C:6]([N+:8]([O-:10])=[O:9])[CH:7]=1. The catalyst is COCCOC.C(=O)([O-])[O-].[Na+].[Na+]. The yield is 0.720. The reactants are [F:1][C:2]1[CH:3]=[C:4](B2OCC(C)(C)CO2)[CH:5]=[C:6]([N+:8]([O-:10])=[O:9])[CH:7]=1.Br[C:20]1[CH:27]=[CH:26][CH:25]=[CH:24][C:21]=1[C:22]#[N:23]. (7) The product is [CH2:13]([Sn:22]([CH2:34][CH2:35][CH2:36][CH3:37])([CH2:18][CH2:19][CH2:20][CH3:21])[C:5]1[S:1][C:2]2=[CH:12][C:11]3[CH:10]=[C:9]([Sn:22]([CH2:27][CH2:28][CH2:29][CH3:30])([CH2:23][CH2:24][CH2:25][CH3:26])[CH2:18][CH2:19][CH2:20][CH3:21])[S:8][C:7]=3[CH:6]=[C:3]2[CH:4]=1)[CH2:14][CH2:15][CH3:16]. The yield is 0.420. The reactants are [S:1]1[CH:5]=[CH:4][C:3]2=[CH:6][C:7]3[S:8][CH:9]=[CH:10][C:11]=3[CH:12]=[C:2]12.[CH2:13]([Li])[CH2:14][CH2:15][CH3:16].[CH2:18]([Sn:22](Cl)([CH2:27][CH2:28][CH2:29][CH3:30])[CH2:23][CH2:24][CH2:25][CH3:26])[CH2:19][CH2:20][CH3:21].CC[CH2:34][CH2:35][CH2:36][CH3:37]. The catalyst is C1COCC1.